Dataset: Full USPTO retrosynthesis dataset with 1.9M reactions from patents (1976-2016). Task: Predict the reactants needed to synthesize the given product. (1) The reactants are: CC([O-])(C)C.[Na+].[CH:7]1([N:12]2[C:16]3[N:17]=[C:18]([NH2:21])[N:19]=[CH:20][C:15]=3[C:14]3[CH:22]=[CH:23][N:24]=[CH:25][C:13]2=3)[CH2:11][CH2:10][CH2:9][CH2:8]1.Br[C:27]1[C:32]([CH3:33])=[CH:31][C:30]([Br:34])=[CH:29][N:28]=1.CC1(C)C2C(=C(P(C3C=CC=CC=3)C3C=CC=CC=3)C=CC=2)OC2C(P(C3C=CC=CC=3)C3C=CC=CC=3)=CC=CC1=2.[NH4+].[Cl-]. Given the product [Br:34][C:30]1[CH:31]=[C:32]([CH3:33])[C:27]([NH:21][C:18]2[N:19]=[CH:20][C:15]3[C:14]4[CH:22]=[CH:23][N:24]=[CH:25][C:13]=4[N:12]([CH:7]4[CH2:8][CH2:9][CH2:10][CH2:11]4)[C:16]=3[N:17]=2)=[N:28][CH:29]=1, predict the reactants needed to synthesize it. (2) Given the product [O:1]=[C:2]([CH3:19])[CH2:3][C:4]1[CH:5]=[CH:6][C:7]([NH:10][C:11]([N:34]2[CH2:35][CH2:36][N:31]([C:29]3[S:28][N:27]=[C:26]([C:20]4[CH:25]=[CH:24][CH:23]=[CH:22][CH:21]=4)[N:30]=3)[CH2:32][CH2:33]2)=[O:18])=[CH:8][CH:9]=1, predict the reactants needed to synthesize it. The reactants are: [O:1]=[C:2]([CH3:19])[CH2:3][C:4]1[CH:9]=[CH:8][C:7]([NH:10][C:11](=[O:18])OCC(Cl)(Cl)Cl)=[CH:6][CH:5]=1.[C:20]1([C:26]2[N:30]=[C:29]([N:31]3[CH2:36][CH2:35][NH:34][CH2:33][CH2:32]3)[S:28][N:27]=2)[CH:25]=[CH:24][CH:23]=[CH:22][CH:21]=1.C(N(C(C)C)CC)(C)C.CS(C)=O. (3) Given the product [CH2:21]([O:20][C:18](=[O:19])[CH2:17][N:15]1[C:3]([C:2]([F:13])([F:12])[F:1])=[CH:4][C:5]([C:6]([F:9])([F:8])[F:7])=[N:16]1)[CH3:22], predict the reactants needed to synthesize it. The reactants are: [F:1][C:2]([F:13])([F:12])[C:3](=O)[CH2:4][C:5](=O)[C:6]([F:9])([F:8])[F:7].Cl.[NH:15]([CH2:17][C:18]([O:20][CH2:21][CH3:22])=[O:19])[NH2:16]. (4) Given the product [C:16]([O:20][C:21]([N:23]1[C:31]2[C:26](=[N:27][CH:28]=[CH:29][C:30]=2[S:46][CH3:45])[C:25]([C:32]2[CH:37]=[CH:36][C:35]([F:38])=[CH:34][CH:33]=2)=[C:24]1[C:39]1[CH:44]=[CH:43][N:42]=[CH:41][CH:40]=1)=[O:22])([CH3:19])([CH3:17])[CH3:18], predict the reactants needed to synthesize it. The reactants are: CC1(C)CCCC(C)(C)N1.C([Li])CCC.[C:16]([O:20][C:21]([N:23]1[C:31]2[C:26](=[N:27][CH:28]=[CH:29][CH:30]=2)[C:25]([C:32]2[CH:37]=[CH:36][C:35]([F:38])=[CH:34][CH:33]=2)=[C:24]1[C:39]1[CH:44]=[CH:43][N:42]=[CH:41][CH:40]=1)=[O:22])([CH3:19])([CH3:18])[CH3:17].[CH3:45][S:46]SC.